Dataset: Catalyst prediction with 721,799 reactions and 888 catalyst types from USPTO. Task: Predict which catalyst facilitates the given reaction. (1) Reactant: [CH2:1]([C:3]1[N:8]=[C:7]2[N:9]([CH:13]([CH2:16][CH3:17])[CH2:14][CH3:15])[N:10]=[C:11]([CH3:12])[C:6]2=[N:5][C:4]=1[C:18]1[C:19]([O:27]C)=[N:20][C:21]([CH:24]([CH3:26])[CH3:25])=[CH:22][CH:23]=1)[CH3:2].C[S-].[Na+].CCOC(C)=O. Product: [CH2:1]([C:3]1[N:8]=[C:7]2[N:9]([CH:13]([CH2:14][CH3:15])[CH2:16][CH3:17])[N:10]=[C:11]([CH3:12])[C:6]2=[N:5][C:4]=1[C:18]1[C:19]([OH:27])=[N:20][C:21]([CH:24]([CH3:25])[CH3:26])=[CH:22][CH:23]=1)[CH3:2]. The catalyst class is: 3. (2) Reactant: [CH3:1][C:2]1[O:6][C:5]([CH2:7][CH:8]2[CH2:13][CH2:12][N:11](C(OC(C)(C)C)=O)[CH2:10][CH2:9]2)=[N:4][CH:3]=1.C(O)(C(F)(F)F)=O. Product: [CH3:1][C:2]1[O:6][C:5]([CH2:7][CH:8]2[CH2:13][CH2:12][NH:11][CH2:10][CH2:9]2)=[N:4][CH:3]=1. The catalyst class is: 2. (3) Reactant: [N:1]1[CH:6]=[CH:5][CH:4]=[CH:3][C:2]=1[S:7]([NH:10][CH2:11][CH2:12][NH:13][C:14](=[O:20])[O:15][C:16]([CH3:19])([CH3:18])[CH3:17])(=[O:9])=[O:8].[CH:21]1([CH2:27]Br)[CH2:26][CH2:25][CH2:24][CH2:23][CH2:22]1.C([O-])([O-])=O.[Cs+].[Cs+].[Cl-]. Product: [CH:21]1([CH2:27][N:10]([CH2:11][CH2:12][NH:13][C:14](=[O:20])[O:15][C:16]([CH3:17])([CH3:19])[CH3:18])[S:7]([C:2]2[CH:3]=[CH:4][CH:5]=[CH:6][N:1]=2)(=[O:9])=[O:8])[CH2:26][CH2:25][CH2:24][CH2:23][CH2:22]1. The catalyst class is: 18. (4) The catalyst class is: 5. Product: [CH3:11][O:12][C:2]1[N:7]=[N:6][C:5]([NH2:8])=[C:4]([CH3:9])[C:3]=1[CH3:10]. Reactant: Cl[C:2]1[N:7]=[N:6][C:5]([NH2:8])=[C:4]([CH3:9])[C:3]=1[CH3:10].[CH3:11][O-:12].[Na+]. (5) Reactant: [CH3:1][S:2]([C:5]1[CH:10]=[CH:9][C:8]([NH:11][C:12](=[O:35])[CH2:13][CH:14]2[CH2:19][CH2:18][N:17]([CH2:20][CH2:21][N:22]([C:29]3[CH:34]=[CH:33][CH:32]=[CH:31][CH:30]=3)[CH:23]3[CH2:28][CH2:27][NH:26][CH2:25][CH2:24]3)[CH2:16][CH2:15]2)=[CH:7][CH:6]=1)(=[O:4])=[O:3].[CH3:36][S:37](Cl)(=[O:39])=[O:38]. Product: [CH3:1][S:2]([C:5]1[CH:6]=[CH:7][C:8]([NH:11][C:12](=[O:35])[CH2:13][CH:14]2[CH2:15][CH2:16][N:17]([CH2:20][CH2:21][N:22]([CH:23]3[CH2:24][CH2:25][N:26]([S:37]([CH3:36])(=[O:39])=[O:38])[CH2:27][CH2:28]3)[C:29]3[CH:34]=[CH:33][CH:32]=[CH:31][CH:30]=3)[CH2:18][CH2:19]2)=[CH:9][CH:10]=1)(=[O:3])=[O:4]. The catalyst class is: 10. (6) Reactant: [C:1]([C:3]1[CH:4]=[C:5]([CH:9]=[C:10]([F:12])[CH:11]=1)[C:6]([OH:8])=[O:7])#[N:2].[Si](C=[N+]=[N-])(C)(C)[CH3:14]. Product: [C:1]([C:3]1[CH:4]=[C:5]([CH:9]=[C:10]([F:12])[CH:11]=1)[C:6]([O:8][CH3:14])=[O:7])#[N:2]. The catalyst class is: 5.